Dataset: NCI-60 drug combinations with 297,098 pairs across 59 cell lines. Task: Regression. Given two drug SMILES strings and cell line genomic features, predict the synergy score measuring deviation from expected non-interaction effect. (1) Drug 1: CN1C2=C(C=C(C=C2)N(CCCl)CCCl)N=C1CCCC(=O)O.Cl. Drug 2: CCN(CC)CCCC(C)NC1=C2C=C(C=CC2=NC3=C1C=CC(=C3)Cl)OC. Synergy scores: CSS=27.5, Synergy_ZIP=-9.66, Synergy_Bliss=-4.12, Synergy_Loewe=-23.6, Synergy_HSA=-3.30. Cell line: HOP-62. (2) Drug 1: C1=C(C(=O)NC(=O)N1)N(CCCl)CCCl. Drug 2: C1=CC=C(C=C1)NC(=O)CCCCCCC(=O)NO. Cell line: HT29. Synergy scores: CSS=34.3, Synergy_ZIP=2.52, Synergy_Bliss=6.73, Synergy_Loewe=5.20, Synergy_HSA=7.34. (3) Drug 2: C1CN(P(=O)(OC1)NCCCl)CCCl. Drug 1: CC(C)NC(=O)C1=CC=C(C=C1)CNNC.Cl. Cell line: IGROV1. Synergy scores: CSS=-2.92, Synergy_ZIP=1.41, Synergy_Bliss=-1.36, Synergy_Loewe=-3.05, Synergy_HSA=-3.70. (4) Drug 1: CCC(=C(C1=CC=CC=C1)C2=CC=C(C=C2)OCCN(C)C)C3=CC=CC=C3.C(C(=O)O)C(CC(=O)O)(C(=O)O)O. Drug 2: C1=NNC2=C1C(=O)NC=N2. Cell line: UACC-257. Synergy scores: CSS=14.2, Synergy_ZIP=-4.01, Synergy_Bliss=-0.759, Synergy_Loewe=-2.23, Synergy_HSA=0.331. (5) Drug 1: C1=CC(=C2C(=C1NCCNCCO)C(=O)C3=C(C=CC(=C3C2=O)O)O)NCCNCCO. Drug 2: C1=CC(=CC=C1C#N)C(C2=CC=C(C=C2)C#N)N3C=NC=N3. Cell line: SK-MEL-2. Synergy scores: CSS=46.6, Synergy_ZIP=-3.12, Synergy_Bliss=-3.08, Synergy_Loewe=-36.5, Synergy_HSA=-1.92. (6) Drug 1: CS(=O)(=O)C1=CC(=C(C=C1)C(=O)NC2=CC(=C(C=C2)Cl)C3=CC=CC=N3)Cl. Drug 2: COC1=NC(=NC2=C1N=CN2C3C(C(C(O3)CO)O)O)N. Cell line: EKVX. Synergy scores: CSS=3.78, Synergy_ZIP=0.840, Synergy_Bliss=1.75, Synergy_Loewe=-16.2, Synergy_HSA=-2.74. (7) Drug 1: COC1=C(C=C2C(=C1)N=CN=C2NC3=CC(=C(C=C3)F)Cl)OCCCN4CCOCC4. Drug 2: CCN(CC)CCCC(C)NC1=C2C=C(C=CC2=NC3=C1C=CC(=C3)Cl)OC. Cell line: SF-268. Synergy scores: CSS=41.5, Synergy_ZIP=-2.13, Synergy_Bliss=10.8, Synergy_Loewe=11.9, Synergy_HSA=12.2.